From a dataset of NCI-60 drug combinations with 297,098 pairs across 59 cell lines. Regression. Given two drug SMILES strings and cell line genomic features, predict the synergy score measuring deviation from expected non-interaction effect. Drug 1: CCC1(CC2CC(C3=C(CCN(C2)C1)C4=CC=CC=C4N3)(C5=C(C=C6C(=C5)C78CCN9C7C(C=CC9)(C(C(C8N6C)(C(=O)OC)O)OC(=O)C)CC)OC)C(=O)OC)O.OS(=O)(=O)O. Drug 2: CC1=C(C(=O)C2=C(C1=O)N3CC4C(C3(C2COC(=O)N)OC)N4)N. Cell line: UO-31. Synergy scores: CSS=21.5, Synergy_ZIP=-5.16, Synergy_Bliss=0.564, Synergy_Loewe=1.50, Synergy_HSA=1.79.